This data is from Full USPTO retrosynthesis dataset with 1.9M reactions from patents (1976-2016). The task is: Predict the reactants needed to synthesize the given product. The reactants are: [CH:1]([C:4]1[C:10]2=[C:11]3[C:15](=[CH:16][CH:17]=[C:9]2[O:8][CH2:7][CH2:6][N:5]=1)[N:14]([S:18]([C:21]1[CH:26]=[CH:25][CH:24]=[CH:23][CH:22]=1)(=[O:20])=[O:19])[CH:13]=[CH:12]3)([CH3:3])[CH3:2].[BH3-]C#N.[Na+]. Given the product [CH:1]([CH:4]1[C:10]2=[C:11]3[C:15](=[CH:16][CH:17]=[C:9]2[O:8][CH2:7][CH2:6][NH:5]1)[N:14]([S:18]([C:21]1[CH:26]=[CH:25][CH:24]=[CH:23][CH:22]=1)(=[O:20])=[O:19])[CH:13]=[CH:12]3)([CH3:3])[CH3:2], predict the reactants needed to synthesize it.